Dataset: Reaction yield outcomes from USPTO patents with 853,638 reactions. Task: Predict the reaction yield, written as a fraction of the theoretical maximum amount of product (1.0 means a 100% yield; for example, 0.34 means a 34% yield). (1) The reactants are [Br:1][C:2]1[CH:3]=[C:4]([CH2:19][C:20]([O:22]C)=[O:21])[CH:5]=[CH:6][C:7]=1[NH:8][C:9]([NH:11][C:12]1[CH:17]=[CH:16][CH:15]=[CH:14][C:13]=1[Cl:18])=[O:10].[OH-].[Na+]. The catalyst is C1COCC1. The product is [Br:1][C:2]1[CH:3]=[C:4]([CH2:19][C:20]([OH:22])=[O:21])[CH:5]=[CH:6][C:7]=1[NH:8][C:9]([NH:11][C:12]1[CH:17]=[CH:16][CH:15]=[CH:14][C:13]=1[Cl:18])=[O:10]. The yield is 0.940. (2) The reactants are [CH2:1]([O:8][C@H:9]([CH3:13])[C:10]([OH:12])=O)[C:2]1[CH:7]=[CH:6][CH:5]=[CH:4][CH:3]=1.CN1CCOCC1.ClC(OCC(C)C)=O.[NH2:29][C:30]1[CH:35]=[C:34]([O:36][C:37]2[C:42]([F:43])=[CH:41][C:40]([NH:44][C:45]([C:47]3([C:50]([NH:52][C:53]4[CH:58]=[CH:57][C:56]([F:59])=[CH:55][CH:54]=4)=[O:51])[CH2:49][CH2:48]3)=[O:46])=[C:39]([F:60])[CH:38]=2)[CH:33]=[CH:32][N:31]=1. The catalyst is C(Cl)Cl. The product is [CH2:1]([O:8][C@H:9]([CH3:13])[C:10]([NH:29][C:30]1[CH:35]=[C:34]([O:36][C:37]2[C:42]([F:43])=[CH:41][C:40]([NH:44][C:45]([C:47]3([C:50]([NH:52][C:53]4[CH:54]=[CH:55][C:56]([F:59])=[CH:57][CH:58]=4)=[O:51])[CH2:49][CH2:48]3)=[O:46])=[C:39]([F:60])[CH:38]=2)[CH:33]=[CH:32][N:31]=1)=[O:12])[C:2]1[CH:3]=[CH:4][CH:5]=[CH:6][CH:7]=1. The yield is 0.715.